Predict which catalyst facilitates the given reaction. From a dataset of Catalyst prediction with 721,799 reactions and 888 catalyst types from USPTO. (1) Reactant: [Br:1][C:2]1[C:10]2[S:9][C:8](=[N:11][C:12](=[O:20])[C:13]3[CH:18]=[CH:17][C:16]([CH3:19])=[CH:15][CH:14]=3)[N:7]([CH:21]([CH2:26][CH3:27])[C:22]([O:24]C)=[O:23])[C:6]=2[CH:5]=[CH:4][CH:3]=1.O1CCCC1.[OH-].[Na+]. Product: [Br:1][C:2]1[C:10]2[S:9][C:8](=[N:11][C:12](=[O:20])[C:13]3[CH:18]=[CH:17][C:16]([CH3:19])=[CH:15][CH:14]=3)[N:7]([CH:21]([CH2:26][CH3:27])[C:22]([OH:24])=[O:23])[C:6]=2[CH:5]=[CH:4][CH:3]=1. The catalyst class is: 5. (2) Reactant: [Cl:1][C:2]1[N:7]=[C:6]2[CH:8]=[CH:9][NH:10][C:5]2=[CH:4][CH:3]=1.[C:11]1([S:17](Cl)(=[O:19])=[O:18])[CH:16]=[CH:15][CH:14]=[CH:13][CH:12]=1.C(N(CC)CC)C.O. Product: [Cl:1][C:2]1[N:7]=[C:6]2[CH:8]=[CH:9][N:10]([S:17]([C:11]3[CH:16]=[CH:15][CH:14]=[CH:13][CH:12]=3)(=[O:19])=[O:18])[C:5]2=[CH:4][CH:3]=1. The catalyst class is: 172. (3) Reactant: [C:1]([O:9][C:10]1[CH:15]=[C:14]([NH:16][CH2:17][CH2:18][CH:19](OCC)[O:20]CC)[N:13]=[C:12]2[CH:26]=[CH:27][S:28][C:11]=12)(=[O:8])[C:2]1[CH:7]=[CH:6][CH:5]=[CH:4][CH:3]=1.[ClH:29]. Product: [ClH:29].[C:1]([O:9][C:10]1[CH:15]=[C:14]([NH:16][CH2:17][CH2:18][CH:19]=[O:20])[N:13]=[C:12]2[CH:26]=[CH:27][S:28][C:11]=12)(=[O:8])[C:2]1[CH:3]=[CH:4][CH:5]=[CH:6][CH:7]=1. The catalyst class is: 1. (4) Reactant: [C:1]([O:5][CH2:6][C:7]1[C:16]([C:17]2[CH:22]=[CH:21][CH:20]=[CH:19][C:18]=2[O:23][CH3:24])=[CH:15][CH:14]=[C:13]2[C:8]=1[C:9]([CH3:27])=[CH:10][C:11]([CH3:26])([CH3:25])[NH:12]2)(=[O:4])[CH:2]=[CH2:3].[CH2:28](Br)[CH:29]=[CH2:30].C(=O)([O-])[O-].[K+].[K+]. Product: [C:1]([O:5][CH2:6][C:7]1[C:16]([C:17]2[CH:22]=[CH:21][CH:20]=[CH:19][C:18]=2[O:23][CH3:24])=[CH:15][CH:14]=[C:13]2[C:8]=1[C:9]([CH3:27])=[CH:10][C:11]([CH3:26])([CH3:25])[N:12]2[CH2:30][CH:29]=[CH2:28])(=[O:4])[CH:2]=[CH2:3]. The catalyst class is: 42. (5) Reactant: CCCCCC.C([Li])CCC.Br[C:13]1[CH:14]=[C:15]([F:19])[CH:16]=[CH:17][CH:18]=1.[C:20]1([C:26]2[C:31]([C:32]3[CH:37]=[CH:36][CH:35]=[CH:34][CH:33]=3)=[N:30][CH:29]=[CH:28][N:27]=2)[CH:25]=[CH:24][CH:23]=[CH:22][CH:21]=1. Product: [F:19][C:15]1[CH:14]=[C:13]([C:29]2[N:30]=[C:31]([C:32]3[CH:33]=[CH:34][CH:35]=[CH:36][CH:37]=3)[C:26]([C:20]3[CH:25]=[CH:24][CH:23]=[CH:22][CH:21]=3)=[N:27][CH:28]=2)[CH:18]=[CH:17][CH:16]=1. The catalyst class is: 132. (6) Reactant: [CH:1]([N:4]([C@H:23]1[CH2:28][CH2:27][C@H:26]([C:29]([O:31][CH3:32])=[O:30])[CH2:25][CH2:24]1)[S:5]([C:8]1[CH:9]=[C:10]([CH:20]=[CH:21][CH:22]=1)[C:11]([O:13]CC[Si](C)(C)C)=[O:12])(=[O:7])=[O:6])([CH3:3])[CH3:2].CCCC[N+](CCCC)(CCCC)CCCC.[F-].Cl. Product: [CH:1]([N:4]([C@H:23]1[CH2:28][CH2:27][C@H:26]([C:29]([O:31][CH3:32])=[O:30])[CH2:25][CH2:24]1)[S:5]([C:8]1[CH:9]=[C:10]([CH:20]=[CH:21][CH:22]=1)[C:11]([OH:13])=[O:12])(=[O:7])=[O:6])([CH3:3])[CH3:2]. The catalyst class is: 1. (7) Reactant: FC(F)(F)C(O)=O.[Cl:8][C:9]1[CH:14]=[CH:13][CH:12]=[CH:11][C:10]=1[C:15]1[N:16]=[C:17]([CH:31]2[N:35]([CH3:36])[C:34](=[O:37])[CH:33]([CH2:38][N:39]3[CH2:44][CH2:43][CH2:42][CH2:41][CH2:40]3)[CH2:32]2)[N:18](CC2C=CC(OC)=CC=2OC)[CH:19]=1. Product: [Cl:8][C:9]1[CH:14]=[CH:13][CH:12]=[CH:11][C:10]=1[C:15]1[N:16]=[C:17]([C@H:31]2[N:35]([CH3:36])[C:34](=[O:37])[C@@H:33]([CH2:38][N:39]3[CH2:40][CH2:41][CH2:42][CH2:43][CH2:44]3)[CH2:32]2)[NH:18][CH:19]=1. The catalyst class is: 520.